From a dataset of Forward reaction prediction with 1.9M reactions from USPTO patents (1976-2016). Predict the product of the given reaction. (1) Given the reactants [NH2:1][CH2:2][C@@H:3]1[CH2:8][C@H:7]2[C@H:5]([CH2:6]2)[N:4]1[C:9]([C:11]1[N:12]=[C:13]([CH3:23])[S:14][C:15]=1[C:16]1[CH:21]=[CH:20][CH:19]=[C:18]([F:22])[CH:17]=1)=[O:10].[C:24]1([C:34](O)=[O:35])[C:33]2[C:28](=[CH:29][CH:30]=[CH:31][CH:32]=2)[CH:27]=[CH:26][N:25]=1, predict the reaction product. The product is: [F:22][C:18]1[CH:17]=[C:16]([C:15]2[S:14][C:13]([CH3:23])=[N:12][C:11]=2[C:9]([N:4]2[C@H:3]([CH2:2][NH:1][C:34]([C:24]3[C:33]4[C:28](=[CH:29][CH:30]=[CH:31][CH:32]=4)[CH:27]=[CH:26][N:25]=3)=[O:35])[CH2:8][C@H:7]3[C@@H:5]2[CH2:6]3)=[O:10])[CH:21]=[CH:20][CH:19]=1. (2) The product is: [CH2:1]([C:11]1[N:12]=[N+:13]([O-:24])[C:14]2[CH:23]=[C:22]3[C:18]([CH2:19][CH2:20][CH2:21]3)=[CH:17][C:15]=2[N:16]=1)[CH3:2]. Given the reactants [CH3:1][CH2:2][Mg+].[Br-].CCOCC.I[C:11]1[N:12]=[N+:13]([O-:24])[C:14]2[CH:23]=[C:22]3[C:18]([CH2:19][CH2:20][CH2:21]3)=[CH:17][C:15]=2[N:16]=1, predict the reaction product. (3) Given the reactants [CH2:1]([O:8][C:9]1[CH:14]=[CH:13][C:12]([N+:15]([O-])=O)=[CH:11][C:10]=1[F:18])[C:2]1[CH:7]=[CH:6][CH:5]=[CH:4][CH:3]=1.C1(C)C=CC=CC=1.C([O-])=O.[NH4+], predict the reaction product. The product is: [CH2:1]([O:8][C:9]1[CH:14]=[CH:13][C:12]([NH2:15])=[CH:11][C:10]=1[F:18])[C:2]1[CH:3]=[CH:4][CH:5]=[CH:6][CH:7]=1. (4) The product is: [CH3:20][C:5]1[C:6]([C:8]([C:10]2[CH:15]=[CH:14][CH:13]=[C:12]([C:16]([F:19])([F:18])[F:17])[CH:11]=2)=[O:9])=[N:7][C:2]([N:25]2[CH:26]=[CH:27][C:23]([C:22]([F:29])([F:28])[F:21])=[N:24]2)=[N:3][CH:4]=1. Given the reactants Cl[C:2]1[N:7]=[C:6]([C:8]([C:10]2[CH:15]=[CH:14][CH:13]=[C:12]([C:16]([F:19])([F:18])[F:17])[CH:11]=2)=[O:9])[C:5]([CH3:20])=[CH:4][N:3]=1.[F:21][C:22]([F:29])([F:28])[C:23]1[CH:27]=[CH:26][NH:25][N:24]=1.C(=O)([O-])[O-].[K+].[K+], predict the reaction product.